Dataset: Forward reaction prediction with 1.9M reactions from USPTO patents (1976-2016). Task: Predict the product of the given reaction. (1) Given the reactants FC(F)(F)C(O)=O.CC([O:12][C:13]([C:15]1[CH:20]=[CH:19][N:18]=[C:17]([C:21]2[CH:26]=[CH:25][C:24]([Cl:27])=[C:23]([C:28]([NH:30][CH2:31][C:32]34[CH2:41][CH:36]5[CH2:37][CH:38]([CH2:40][CH:34]([CH2:35]5)[CH2:33]3)[CH2:39]4)=[O:29])[CH:22]=2)[CH:16]=1)=[O:14])(C)C, predict the reaction product. The product is: [Cl:27][C:24]1[CH:25]=[CH:26][C:21]([C:17]2[CH:16]=[C:15]([C:13]([OH:14])=[O:12])[CH:20]=[CH:19][N:18]=2)=[CH:22][C:23]=1[C:28]([NH:30][CH2:31][C:32]12[CH2:41][CH:36]3[CH2:37][CH:38]([CH2:40][CH:34]([CH2:35]3)[CH2:33]1)[CH2:39]2)=[O:29]. (2) Given the reactants [Cl:1][C:2]1[CH:7]=[CH:6][C:5]([S:8]([N:11]2[CH:16]([CH2:17][CH3:18])[CH2:15][C:14](=[O:19])[CH2:13][CH:12]2[C:20]([O:22][CH2:23][CH3:24])=[O:21])(=[O:10])=[O:9])=[CH:4][CH:3]=1.C[Si](Cl)(C)C.[CH2:30](O)[CH2:31][OH:32], predict the reaction product. The product is: [Cl:1][C:2]1[CH:7]=[CH:6][C:5]([S:8]([N:11]2[CH:16]([CH2:17][CH3:18])[CH2:15][C:14]3([O:32][CH2:31][CH2:30][O:19]3)[CH2:13][CH:12]2[C:20]([O:22][CH2:23][CH3:24])=[O:21])(=[O:9])=[O:10])=[CH:4][CH:3]=1. (3) The product is: [NH2:24][C@H:13]([C:14](=[O:23])[NH:15][CH2:16][C:17]1[CH:22]=[CH:21][CH:20]=[CH:19][N:18]=1)[CH2:12][CH2:11][CH2:10][CH2:9][NH:8][C:6](=[O:7])[O:5][C:1]([CH3:4])([CH3:3])[CH3:2]. Given the reactants [C:1]([O:5][C:6]([NH:8][CH2:9][CH2:10][CH2:11][CH2:12][C@H:13]([NH:24]C(=O)OCC1C=CC=CC=1)[C:14](=[O:23])[NH:15][CH2:16][C:17]1[CH:22]=[CH:21][CH:20]=[CH:19][N:18]=1)=[O:7])([CH3:4])([CH3:3])[CH3:2], predict the reaction product. (4) The product is: [CH3:1][C:2]1[N:3]=[CH:4][N:5]([CH2:7][CH2:8][CH2:9][NH2:10])[CH:6]=1. Given the reactants [CH3:1][C:2]1[N:3]=[CH:4][N:5]([CH2:7][CH2:8][CH2:9][N:10]2C(=O)C3C(=CC=CC=3)C2=O)[CH:6]=1.O.NN, predict the reaction product. (5) Given the reactants [NH2:1][C:2]1[CH:7]=[CH:6][C:5]([CH2:8][C:9]([O:11][CH2:12][CH3:13])=[O:10])=[CH:4][CH:3]=1.[CH3:14][C:15]1[C:19]([C:20](O)=O)=[C:18]([CH3:23])[O:17][N:16]=1.C(OCC#[N:30])(C)C.CC1C=C(C)C=CC=1C(N)COC(C)C, predict the reaction product. The product is: [CH3:14][C:15]1[C:19]([C:20]2[NH:30][C:7]3[CH:6]=[C:5]([CH2:8][C:9]([O:11][CH2:12][CH3:13])=[O:10])[CH:4]=[CH:3][C:2]=3[N:1]=2)=[C:18]([CH3:23])[O:17][N:16]=1. (6) Given the reactants [CH3:1][CH:2]1[O:7][CH:6]([CH3:8])[CH2:5][NH:4][CH2:3]1.F[C:10]1[CH:17]=[CH:16][C:13]([CH:14]=[O:15])=[CH:12][CH:11]=1, predict the reaction product. The product is: [CH3:8][CH:6]1[O:7][CH:2]([CH3:1])[CH2:3][N:4]([C:10]2[CH:17]=[CH:16][C:13]([CH:14]=[O:15])=[CH:12][CH:11]=2)[CH2:5]1.